From a dataset of Catalyst prediction with 721,799 reactions and 888 catalyst types from USPTO. Predict which catalyst facilitates the given reaction. (1) Reactant: [C:1]([NH:4][C:5]1[CH:14]=[CH:13][C:12]([N:15]2[CH2:20][CH2:19][C@H:18]([NH2:21])[C@H:17]([O:22][CH3:23])[CH2:16]2)=[CH:11][C:6]=1[C:7]([O:9][CH3:10])=[O:8])(=[O:3])[CH3:2].[Cl:24][C:25]1[N:26]=[C:27]([C:32](O)=[O:33])[NH:28][C:29]=1[CH2:30][CH3:31].CCN=C=NCCCN(C)C.Cl.C1C=CC2N(O)N=NC=2C=1. Product: [C:1]([NH:4][C:5]1[CH:14]=[CH:13][C:12]([N:15]2[CH2:20][CH2:19][C@H:18]([NH:21][C:32]([C:27]3[NH:28][C:29]([CH2:30][CH3:31])=[C:25]([Cl:24])[N:26]=3)=[O:33])[C@H:17]([O:22][CH3:23])[CH2:16]2)=[CH:11][C:6]=1[C:7]([O:9][CH3:10])=[O:8])(=[O:3])[CH3:2]. The catalyst class is: 566. (2) Product: [Br:1][C:2]1[CH:7]=[CH:6][C:5]([CH2:8][O:9][CH2:20][O:21][CH3:22])=[CH:4][C:3]=1[CH3:10]. Reactant: [Br:1][C:2]1[CH:7]=[CH:6][C:5]([CH2:8][OH:9])=[CH:4][C:3]=1[CH3:10].C(N(C(C)C)C(C)C)C.[CH3:20][O:21][CH2:22]Cl.Cl. The catalyst class is: 34. (3) Reactant: [NH:1]1[CH2:6][CH2:5][CH:4]([NH:7][C:8](=[O:14])[O:9][C:10]([CH3:13])([CH3:12])[CH3:11])[CH2:3][CH2:2]1.N1C=CC=CC=1.[C:21](OC(=O)C)(=[O:23])[CH3:22]. Product: [C:21]([N:1]1[CH2:2][CH2:3][CH:4]([NH:7][C:8](=[O:14])[O:9][C:10]([CH3:11])([CH3:13])[CH3:12])[CH2:5][CH2:6]1)(=[O:23])[CH3:22]. The catalyst class is: 4. (4) Reactant: [CH3:1][O:2][C:3](=[O:26])[C:4]1[CH:9]=[C:8]([C:10]2[O:11][CH:12]=[CH:13][N:14]=2)[CH:7]=[C:6]([NH:15][C:16]([O:18][CH2:19][C:20]2[CH:25]=[CH:24][CH:23]=[CH:22][CH:21]=2)=[O:17])[CH:5]=1.C(=O)([O-])[O-].[K+].[K+].Br[CH2:34][CH2:35][CH2:36][CH:37]=[CH2:38].O. Product: [CH3:1][O:2][C:3](=[O:26])[C:4]1[CH:9]=[C:8]([C:10]2[O:11][CH:12]=[CH:13][N:14]=2)[CH:7]=[C:6]([N:15]([C:16]([O:18][CH2:19][C:20]2[CH:25]=[CH:24][CH:23]=[CH:22][CH:21]=2)=[O:17])[CH2:38][CH2:37][CH2:36][CH:35]=[CH2:34])[CH:5]=1. The catalyst class is: 3. (5) Reactant: [O:1]([CH2:19][C:20]([CH3:24])([CH3:23])[CH2:21][NH2:22])[Si:2]([C:15]([CH3:18])([CH3:17])[CH3:16])([C:9]1[CH:14]=[CH:13][CH:12]=[CH:11][CH:10]=1)[C:3]1[CH:8]=[CH:7][CH:6]=[CH:5][CH:4]=1.Cl[C:26]([O:28][C:29]1[CH:34]=[CH:33][C:32]([N+:35]([O-:37])=[O:36])=[CH:31][CH:30]=1)=[O:27].C(N(C(C)C)CC)(C)C.C(=O)([O-])O.[Na+]. Product: [O:1]([CH2:19][C:20]([CH3:24])([CH3:23])[CH2:21][NH:22][C:26](=[O:27])[O:28][C:29]1[CH:30]=[CH:31][C:32]([N+:35]([O-:37])=[O:36])=[CH:33][CH:34]=1)[Si:2]([C:15]([CH3:16])([CH3:17])[CH3:18])([C:9]1[CH:10]=[CH:11][CH:12]=[CH:13][CH:14]=1)[C:3]1[CH:8]=[CH:7][CH:6]=[CH:5][CH:4]=1. The catalyst class is: 4. (6) Reactant: [C:1]([C:5]1[CH:10]=[CH:9][C:8]([S:11]([N:14]([C:18]2[CH:22]=[CH:21][S:20][C:19]=2[C:23]([O:25][CH3:26])=[O:24])COC)(=[O:13])=[O:12])=[C:7]([CH:27]=[CH:28][C:29]2[CH:34]=[CH:33][CH:32]=[CH:31][CH:30]=2)[CH:6]=1)([CH3:4])([CH3:3])[CH3:2].Cl. Product: [C:1]([C:5]1[CH:10]=[CH:9][C:8]([S:11]([NH:14][C:18]2[CH:22]=[CH:21][S:20][C:19]=2[C:23]([O:25][CH3:26])=[O:24])(=[O:13])=[O:12])=[C:7]([CH:27]=[CH:28][C:29]2[CH:30]=[CH:31][CH:32]=[CH:33][CH:34]=2)[CH:6]=1)([CH3:4])([CH3:2])[CH3:3]. The catalyst class is: 7. (7) Reactant: CC1C=CC(C(O[C@@H]([C@H](OC(=O)C2C=CC(C)=CC=2)C(O)=O)C(O)=O)=O)=CC=1.[F:29][C:30]1[CH:35]=[CH:34][C:33]([C@@H:36]2[CH2:40][N:39]([CH2:41][CH2:42][O:43][CH3:44])[CH2:38][C@H:37]2[NH2:45])=[CH:32][CH:31]=1. Product: [F:29][C:30]1[CH:35]=[CH:34][C:33]([C@@H:36]2[CH2:40][N:39]([CH2:41][CH2:42][O:43][CH3:44])[CH2:38][C@H:37]2[NH2:45])=[CH:32][CH:31]=1. The catalyst class is: 2. (8) Reactant: [ClH:1].Cl.[CH3:3][NH:4][C@@H:5]([C:13]1[CH:18]=[CH:17][CH:16]=[CH:15][CH:14]=1)[CH2:6][N:7]1[CH2:11][CH2:10][C@H:9]([OH:12])[CH2:8]1.[F:19][C:20]([F:32])([F:31])[C:21]1[CH:26]=[CH:25][C:24]([CH2:27][C:28]([OH:30])=O)=[CH:23][CH:22]=1.C(N(CC)C(C)C)(C)C.F[B-](F)(F)F.N1(OC(N(C)C)=[N+](C)C)C2C=CC=CC=2N=N1.Cl. Product: [ClH:1].[OH:12][C@H:9]1[CH2:10][CH2:11][N:7]([CH2:6][C@@H:5]([N:4]([CH3:3])[C:28](=[O:30])[CH2:27][C:24]2[CH:23]=[CH:22][C:21]([C:20]([F:19])([F:32])[F:31])=[CH:26][CH:25]=2)[C:13]2[CH:18]=[CH:17][CH:16]=[CH:15][CH:14]=2)[CH2:8]1. The catalyst class is: 10. (9) Reactant: [CH3:1][S:2](Cl)(=[O:4])=[O:3].Cl.[NH2:7][CH2:8][CH2:9][CH2:10][NH:11][C:12](=[O:39])[C:13]1[CH:18]=[CH:17][CH:16]=[C:15]([C:19]2[C:24]3[CH:25]=[C:26]([CH2:28][C:29]4[CH:34]=[CH:33][CH:32]=[C:31]([C:35]([F:38])([F:37])[F:36])[CH:30]=4)[O:27][C:23]=3[CH:22]=[CH:21][CH:20]=2)[CH:14]=1.C(N(CC)CC)C.Cl. Product: [CH3:1][S:2]([NH:7][CH2:8][CH2:9][CH2:10][NH:11][C:12](=[O:39])[C:13]1[CH:18]=[CH:17][CH:16]=[C:15]([C:19]2[C:24]3[CH:25]=[C:26]([CH2:28][C:29]4[CH:34]=[CH:33][CH:32]=[C:31]([C:35]([F:36])([F:37])[F:38])[CH:30]=4)[O:27][C:23]=3[CH:22]=[CH:21][CH:20]=2)[CH:14]=1)(=[O:4])=[O:3]. The catalyst class is: 90.